Dataset: Forward reaction prediction with 1.9M reactions from USPTO patents (1976-2016). Task: Predict the product of the given reaction. (1) Given the reactants [CH3:1][C:2]1[CH:3]=[N:4][C:5]([CH2:11][S+:12]([O-:24])[C:13]2[NH:14][C:15]3[CH:16]=[CH:17][C:18]([O:22][CH3:23])=[CH:19][C:20]=3[N:21]=2)=[C:6]([CH3:10])[C:7]=1[O:8][CH3:9].[Mg:25], predict the reaction product. The product is: [CH3:1][C:2]1[CH:3]=[N:4][C:5]([CH2:11][S+:12]([O-:24])[C:13]2[N-:14][C:15]3[CH:16]=[CH:17][C:18]([O:22][CH3:23])=[CH:19][C:20]=3[N:21]=2)=[C:6]([CH3:10])[C:7]=1[O:8][CH3:9].[CH3:1][C:2]1[CH:3]=[N:4][C:5]([CH2:11][S+:12]([O-:24])[C:13]2[N-:14][C:15]3[CH:16]=[CH:17][C:18]([O:22][CH3:23])=[CH:19][C:20]=3[N:21]=2)=[C:6]([CH3:10])[C:7]=1[O:8][CH3:9].[Mg+2:25]. (2) Given the reactants ClC(OC([N:7]1[CH2:12][CH2:11][C:10]([CH2:19][NH:20][C:21]([O:23][C:24]([CH3:27])([CH3:26])[CH3:25])=[O:22])([C:13]2[CH:18]=[CH:17][CH:16]=[CH:15][CH:14]=2)[CH2:9][CH2:8]1)=O)C, predict the reaction product. The product is: [C:24]([O:23][C:21](=[O:22])[NH:20][CH2:19][C:10]1([C:13]2[CH:14]=[CH:15][CH:16]=[CH:17][CH:18]=2)[CH2:11][CH2:12][NH:7][CH2:8][CH2:9]1)([CH3:27])([CH3:25])[CH3:26]. (3) Given the reactants [Br:1][C:2]1[CH:3]=[CH:4][C:5]2[O:9][C:8]([C:10]3[CH:15]=[CH:14][C:13]([F:16])=[CH:12][CH:11]=3)=[C:7]([C:17]([O:19][CH3:20])=[O:18])[C:6]=2[CH:21]=1.[N+:22]([O-])([OH:24])=[O:23], predict the reaction product. The product is: [Br:1][C:2]1[C:3]([N+:22]([O-:24])=[O:23])=[CH:4][C:5]2[O:9][C:8]([C:10]3[CH:11]=[CH:12][C:13]([F:16])=[CH:14][CH:15]=3)=[C:7]([C:17]([O:19][CH3:20])=[O:18])[C:6]=2[CH:21]=1. (4) The product is: [NH2:1][CH:4]([CH3:20])[CH2:5][CH2:6][CH:7]1[CH2:12][CH2:11][N:10]([C:13]([O:15][C:16]([CH3:19])([CH3:18])[CH3:17])=[O:14])[CH2:9][CH2:8]1. Given the reactants [N:1]([CH:4]([CH3:20])[CH2:5][CH2:6][CH:7]1[CH2:12][CH2:11][N:10]([C:13]([O:15][C:16]([CH3:19])([CH3:18])[CH3:17])=[O:14])[CH2:9][CH2:8]1)=[N+]=[N-], predict the reaction product. (5) Given the reactants [CH:1]([C:3]1[S:7]/[C:6](=[N:8]\[CH3:9])/[N:5]([CH3:10])[C:4]=1[CH2:11][N:12]1[CH2:17][CH2:16][N:15]([C:18]([O:20][C:21]([CH3:24])([CH3:23])[CH3:22])=[O:19])[CH2:14][CH2:13]1)=O.[CH3:25][NH:26][CH3:27].C(=O)([O-])[O-].[K+].[K+], predict the reaction product. The product is: [CH3:25][N:26]([CH2:1][C:3]1[S:7]/[C:6](=[N:8]\[CH3:9])/[N:5]([CH3:10])[C:4]=1[CH2:11][N:12]1[CH2:17][CH2:16][N:15]([C:18]([O:20][C:21]([CH3:24])([CH3:23])[CH3:22])=[O:19])[CH2:14][CH2:13]1)[CH3:27]. (6) Given the reactants [CH3:1][N:2]([CH3:35])[C:3]1[CH:8]=[CH:7][N:6]=[C:5]([NH:9][CH2:10][CH2:11][CH2:12][O:13][C:14]2[CH:15]=[CH:16][C:17]3[CH2:23][C@@H:22]([CH2:24][C:25]([O:27]CC)=[O:26])[C:21]4[CH:30]=[CH:31][CH:32]=[CH:33][C:20]=4[CH2:19][C:18]=3[CH:34]=2)[CH:4]=1.CC1C=CN=C(NCCCOC2C=CC3C[C@@H](CC(OCC)=O)C4C=CC=CC=4CC=3C=2)C=1, predict the reaction product. The product is: [CH3:35][N:2]([CH3:1])[C:3]1[CH:8]=[CH:7][N:6]=[C:5]([NH:9][CH2:10][CH2:11][CH2:12][O:13][C:14]2[CH:15]=[CH:16][C:17]3[CH2:23][C@@H:22]([CH2:24][C:25]([OH:27])=[O:26])[C:21]4[CH:30]=[CH:31][CH:32]=[CH:33][C:20]=4[CH2:19][C:18]=3[CH:34]=2)[CH:4]=1. (7) Given the reactants [CH3:1][CH:2]([O:4][C:5]1[CH:6]=[C:7]([CH:25]=[C:26]([O:28][CH:29]([CH3:31])[CH3:30])[CH:27]=1)[O:8][CH2:9][C@@H:10]1[C@:19]2([CH3:20])[C@H:14]([C:15]([CH3:22])(C)[CH2:16][CH2:17][CH2:18]2)[CH2:13][CH2:12][C@@:11]1([CH3:24])O)[CH3:3].Cl[Sn](Cl)(Cl)Cl.[CH2:37](Cl)Cl, predict the reaction product. The product is: [CH3:24][C@@:11]12[CH2:12][CH2:13][C@@H:14]3[C@:15]([CH3:22])([CH2:16][CH2:17][CH2:18][C:19]3([CH3:20])[CH3:37])[C@H:10]1[CH2:9][O:8][C:7]1[C:25]2=[C:26]([O:28][CH:29]([CH3:30])[CH3:31])[CH:27]=[C:5]([O:4][CH:2]([CH3:3])[CH3:1])[CH:6]=1. (8) The product is: [F:1][C:2]1[CH:3]=[C:4]([N:8]2[C:9](=[O:10])[NH:17][N:16]=[N:15]2)[CH:5]=[CH:6][CH:7]=1. Given the reactants [F:1][C:2]1[CH:7]=[CH:6][CH:5]=[C:4]([N:8]=[C:9]=[O:10])[CH:3]=1.[Si]([N:15]=[N+:16]=[N-:17])(C)(C)C, predict the reaction product. (9) Given the reactants [NH2:1][C:2]1[CH:28]=[CH:27][C:5]([O:6][C:7]2[CH:12]=[CH:11][N:10]=[C:9]([NH:13][C:14]([N:16]3[CH2:21][CH2:20][N:19]([CH2:22][CH2:23][N:24]([CH3:26])[CH3:25])[CH2:18][CH2:17]3)=[O:15])[CH:8]=2)=[CH:4][CH:3]=1.[F:29][C:30]1[CH:35]=[CH:34][C:33]([CH2:36][C:37]([N:39]=[C:40]=[O:41])=[O:38])=[CH:32][CH:31]=1, predict the reaction product. The product is: [CH3:26][N:24]([CH3:25])[CH2:23][CH2:22][N:19]1[CH2:18][CH2:17][N:16]([C:14]([NH:13][C:9]2[CH:8]=[C:7]([O:6][C:5]3[CH:4]=[CH:3][C:2]([NH:1][C:40]([NH:39][C:37](=[O:38])[CH2:36][C:33]4[CH:34]=[CH:35][C:30]([F:29])=[CH:31][CH:32]=4)=[O:41])=[CH:28][CH:27]=3)[CH:12]=[CH:11][N:10]=2)=[O:15])[CH2:21][CH2:20]1.